From a dataset of Catalyst prediction with 721,799 reactions and 888 catalyst types from USPTO. Predict which catalyst facilitates the given reaction. Reactant: O=[C:2]1[CH2:7][CH2:6][N:5]([C:8]([O:10][C:11]([CH3:14])([CH3:13])[CH3:12])=[O:9])[CH2:4][CH2:3]1.[CH2:15]([SH:22])[C:16]1[CH:21]=[CH:20][CH:19]=[CH:18][CH:17]=1.[N+:23]([CH3:26])([O-:25])=[O:24].C(N)CN. Product: [CH2:15]([S:22][C:2]1([CH2:26][N+:23]([O-:25])=[O:24])[CH2:7][CH2:6][N:5]([C:8]([O:10][C:11]([CH3:14])([CH3:13])[CH3:12])=[O:9])[CH2:4][CH2:3]1)[C:16]1[CH:21]=[CH:20][CH:19]=[CH:18][CH:17]=1. The catalyst class is: 10.